This data is from Full USPTO retrosynthesis dataset with 1.9M reactions from patents (1976-2016). The task is: Predict the reactants needed to synthesize the given product. (1) Given the product [CH3:1][O:2][C:3]([C:5]1[CH:6]=[C:7]([Br:14])[CH:8]=[C:9]2[C:13]=1[N:12]([CH:16]([CH3:18])[CH3:17])[N:11]=[CH:10]2)=[O:4], predict the reactants needed to synthesize it. The reactants are: [CH3:1][O:2][C:3]([C:5]1[CH:6]=[C:7]([Br:14])[CH:8]=[C:9]2[C:13]=1[NH:12][N:11]=[CH:10]2)=[O:4].I[CH:16]([CH3:18])[CH3:17]. (2) Given the product [F:6][C:7]1[CH:14]=[CH:13][C:10]([CH2:1][Br:5])=[CH:9][C:8]=1[CH3:15], predict the reactants needed to synthesize it. The reactants are: [C:1]([Br:5])(Br)(Br)Br.[F:6][C:7]1[CH:14]=[CH:13][C:10](CO)=[CH:9][C:8]=1[CH3:15].C1(P(C2C=CC=CC=2)C2C=CC=CC=2)C=CC=CC=1.